Dataset: Reaction yield outcomes from USPTO patents with 853,638 reactions. Task: Predict the reaction yield, written as a fraction of the theoretical maximum amount of product (1.0 means a 100% yield; for example, 0.34 means a 34% yield). (1) The reactants are C([Sn](CCCC)(CCCC)[C:6]1[O:7][CH:8]=[CH:9][CH:10]=1)CCC.[C@@H:19]1([N:27]2[CH:31]=[C:30](I)[CH:29]=[C:28]2[N+:33]([O-:35])=[O:34])[O:24][C@H:23]([CH2:25][OH:26])[C@@H:21]([OH:22])[CH2:20]1. The catalyst is Cl[Pd](Cl)([P](C1C=CC=CC=1)(C1C=CC=CC=1)C1C=CC=CC=1)[P](C1C=CC=CC=1)(C1C=CC=CC=1)C1C=CC=CC=1.CN(C=O)C. The product is [C@@H:19]1([N:27]2[CH:31]=[C:30]([C:6]3[O:7][CH:8]=[CH:9][CH:10]=3)[CH:29]=[C:28]2[N+:33]([O-:35])=[O:34])[O:24][C@H:23]([CH2:25][OH:26])[C@@H:21]([OH:22])[CH2:20]1. The yield is 0.760. (2) The reactants are [CH2:1]([O:8][C:9]([NH:11][C@@H:12]([CH2:16][C:17]1[CH:18]=[C:19]([C:31]2[CH:36]=[CH:35][CH:34]=[CH:33][CH:32]=2)[C:20]([CH:23]2[S:27](=[O:29])(=[O:28])[NH:26][C:25](=[O:30])[CH2:24]2)=[CH:21][CH:22]=1)[C:13](O)=[O:14])=[O:10])[C:2]1[CH:7]=[CH:6][CH:5]=[CH:4][CH:3]=1.F[P-](F)(F)(F)(F)F.N1(O[P+](N(C)C)(N(C)C)N(C)C)C2C=CC=CC=2N=N1.[NH2:64][CH2:65][CH2:66][CH2:67][CH2:68][O:69][C:70]1[CH:79]=[CH:78][CH:77]=[C:76]([OH:80])[C:71]=1[C:72]([O:74][CH3:75])=[O:73].C(N(CC)C(C)C)(C)C. The catalyst is CN(C)C=O.C(#N)C. The product is [CH2:1]([O:8][C:9]([NH:11][C@@H:12]([CH2:16][C:17]1[CH:18]=[C:19]([C:31]2[CH:36]=[CH:35][CH:34]=[CH:33][CH:32]=2)[C:20]([CH:23]2[S:27](=[O:29])(=[O:28])[NH:26][C:25](=[O:30])[CH2:24]2)=[CH:21][CH:22]=1)[C:13]([NH:64][CH2:65][CH2:66][CH2:67][CH2:68][O:69][C:70]1[CH:79]=[CH:78][CH:77]=[C:76]([OH:80])[C:71]=1[C:72]([O:74][CH3:75])=[O:73])=[O:14])=[O:10])[C:2]1[CH:7]=[CH:6][CH:5]=[CH:4][CH:3]=1. The yield is 0.480.